Predict the reaction yield, written as a fraction of the theoretical maximum amount of product (1.0 means a 100% yield; for example, 0.34 means a 34% yield). From a dataset of Reaction yield outcomes from USPTO patents with 853,638 reactions. (1) The reactants are Cl[C:2]1[N:7]=[CH:6][N:5]=[C:4]([NH:8][C:9]2[CH:14]=[CH:13][C:12]([O:15][CH3:16])=[CH:11][CH:10]=2)[CH:3]=1.[CH3:17][NH:18][CH2:19][CH2:20][OH:21].CCN(C(C)C)C(C)C. The catalyst is Cl.CCCCO. The product is [CH3:16][O:15][C:12]1[CH:13]=[CH:14][C:9]([NH:8][C:4]2[N:5]=[CH:6][N:7]=[C:2]([N:18]([CH3:17])[CH2:19][CH2:20][OH:21])[CH:3]=2)=[CH:10][CH:11]=1. The yield is 0.890. (2) The reactants are ClCCl.[CH3:4][O:5][C:6]1[CH:7]=[C:8]([CH:10]=[CH:11][C:12]=1[C:13]1[O:17][CH:16]=[N:15][CH:14]=1)N.[CH3:18][S:19](Cl)(=[O:21])=[O:20].[N:23]1C=CC=CC=1. No catalyst specified. The product is [CH3:4][O:5][C:6]1[CH:7]=[C:8]([CH2:18][S:19]([NH2:23])(=[O:21])=[O:20])[CH:10]=[CH:11][C:12]=1[C:13]1[O:17][CH:16]=[N:15][CH:14]=1. The yield is 0.448. (3) The reactants are [NH2:1][C:2]1[S:3][C:4]([N:12]([CH2:14][CH2:15][O:16][CH3:17])[CH3:13])=[C:5]([C:7]2[O:8][CH:9]=[CH:10][CH:11]=2)[N:6]=1.C(O)(=O)/C=[CH:20]/[C:21](O)=[O:22]. The catalyst is C(O)C. The product is [O:8]1[CH:9]=[CH:10][CH:11]=[C:7]1[C:5]1[N:6]=[C:2]([NH:1][C:21](=[O:22])[CH3:20])[S:3][C:4]=1[N:12]([CH2:14][CH2:15][O:16][CH3:17])[CH3:13]. The yield is 0.180. (4) The reactants are [Cl:1][C:2]1[CH:7]=[CH:6][C:5]([O:8][CH3:9])=[C:4]([Cl:10])[C:3]=1[N+:11]([O-])=O. The catalyst is CCOC(C)=O.[Pd]. The product is [Cl:10][C:4]1[C:5]([O:8][CH3:9])=[CH:6][CH:7]=[C:2]([Cl:1])[C:3]=1[NH2:11]. The yield is 1.00. (5) The reactants are [Cl:1][C:2]1[CH:7]=[CH:6][C:5]([C:8]2[N:12]([C:13]3[CH:18]=[CH:17][C:16]([S:19]([NH2:22])(=[O:21])=[O:20])=[CH:15][CH:14]=3)[N:11]=[C:10]([CH2:23]Cl)[CH:9]=2)=[CH:4][CH:3]=1.[C-:25]#[N:26].[Na+]. The catalyst is CS(C)=O.O. The product is [Cl:1][C:2]1[CH:3]=[CH:4][C:5]([C:8]2[N:12]([C:13]3[CH:14]=[CH:15][C:16]([S:19]([NH2:22])(=[O:20])=[O:21])=[CH:17][CH:18]=3)[N:11]=[C:10]([CH2:23][C:25]#[N:26])[CH:9]=2)=[CH:6][CH:7]=1. The yield is 0.750. (6) The reactants are [Sn](Cl)Cl.[N+:4]([C:7]1[CH:12]=[CH:11][CH:10]=[C:9]([O:13][CH2:14][CH2:15][CH2:16][CH2:17][CH2:18][O:19][C:20]2[CH:25]=[CH:24][CH:23]=[CH:22][CH:21]=2)[CH:8]=1)([O-])=O.C(=O)(O)[O-].[Na+]. The catalyst is C(O)C. The product is [O:19]([CH2:18][CH2:17][CH2:16][CH2:15][CH2:14][O:13][C:9]1[CH:8]=[C:7]([NH2:4])[CH:12]=[CH:11][CH:10]=1)[C:20]1[CH:21]=[CH:22][CH:23]=[CH:24][CH:25]=1. The yield is 0.980. (7) The reactants are Cl.[CH2:2]([O:4][C:5](=[O:15])[C@H:6]([CH2:8][C:9]1[CH:14]=[CH:13][CH:12]=[CH:11][CH:10]=1)[NH2:7])[CH3:3].[C:16](=O)(O)[O-:17].[Na+].C(Cl)(Cl)=O.C1(C)C=CC=CC=1. The catalyst is C(Cl)Cl. The product is [CH2:2]([O:4][C:5](=[O:15])[CH:6]([N:7]=[C:16]=[O:17])[CH2:8][C:9]1[CH:14]=[CH:13][CH:12]=[CH:11][CH:10]=1)[CH3:3]. The yield is 0.950.